Task: Regression/Classification. Given a drug SMILES string, predict its absorption, distribution, metabolism, or excretion properties. Task type varies by dataset: regression for continuous measurements (e.g., permeability, clearance, half-life) or binary classification for categorical outcomes (e.g., BBB penetration, CYP inhibition). Dataset: cyp2c19_veith.. Dataset: CYP2C19 inhibition data for predicting drug metabolism from PubChem BioAssay (1) The drug is Oc1ccccc1/C=N/n1c2ccccc2c2ccccc21. The result is 1 (inhibitor). (2) The drug is COC(=O)[C@@]1(Cc2ccc(OC)cc2)[C@H]2c3cc(C(=O)N4CCCC4)n(Cc4ccsc4Br)c3C[C@H]2CN1C(=O)c1ccccc1. The result is 1 (inhibitor). (3) The drug is COc1cc(/C=C(\C#N)C(N)=O)cc(CSc2nc3ccccc3s2)c1O. The result is 1 (inhibitor). (4) The drug is COCC(C)n1c(C)cc(C(=O)CSc2nnc(Nc3ccccc3F)s2)c1C. The result is 1 (inhibitor). (5) The compound is CC(Sc1nnc(Cc2cccs2)n1C1CCCCC1)C(N)=O. The result is 1 (inhibitor). (6) The compound is CCCC(=O)Nc1ccc(C(=O)NNC(=S)NC(=O)c2cccs2)cc1. The result is 0 (non-inhibitor). (7) The drug is O=S1(=O)C=C(Oc2ccc3ccccc3c2)c2ccccc21. The result is 1 (inhibitor). (8) The drug is CC1(C)N=C(N)N=C(N)N1c1cccc(C(=O)Nc2ccc(S(=O)(=O)F)cc2)c1. The result is 0 (non-inhibitor).